Dataset: Catalyst prediction with 721,799 reactions and 888 catalyst types from USPTO. Task: Predict which catalyst facilitates the given reaction. (1) Reactant: [CH2:1]([O:8][C:9](=[O:15])[NH:10][C@@H:11]([C:13]#[N:14])[CH3:12])[C:2]1[CH:7]=[CH:6][CH:5]=[CH:4][CH:3]=1.Cl.[NH2:17][OH:18].C(N(CC)CC)C. Product: [CH2:1]([O:8][C:9](=[O:15])[NH:10][C@H:11]([CH3:12])/[C:13](/[NH2:14])=[N:17]/[OH:18])[C:2]1[CH:7]=[CH:6][CH:5]=[CH:4][CH:3]=1. The catalyst class is: 8. (2) Reactant: [C:1]([O:5][C:6]([NH:8][C@@H:9]1[C:23](=[O:24])[N:22]2[CH2:25][C@H:26]([O:28][C:29]3[N:30]=[C:31]4[C:36](=[C:37]5[C:42]=3[CH:41]=[CH:40][CH:39]=[CH:38]5)[CH:35]=[CH:34][CH:33]=[CH:32]4)[CH2:27][C@H:21]2[C:20](=[O:43])[NH:19][C@:18]2([C:45]([O:47][CH2:48][CH3:49])=[O:46])[CH2:44][C@H:17]2[CH:16]=[CH:15][CH2:14][CH2:13][CH2:12][CH2:11][CH2:10]1)=[O:7])([CH3:4])([CH3:3])[CH3:2].[O:50]1CCCC1.B.[OH-].[Na+].OO. Product: [C:1]([O:5][C:6]([NH:8][C@@H:9]1[C:23](=[O:24])[N:22]2[CH2:25][C@H:26]([O:28][C:29]3[N:30]=[C:31]4[C:36](=[C:37]5[C:42]=3[CH:41]=[CH:40][CH:39]=[CH:38]5)[CH:35]=[CH:34][CH:33]=[CH:32]4)[CH2:27][C@H:21]2[C:20](=[O:43])[NH:19][C@:18]2([C:45]([O:47][CH2:48][CH3:49])=[O:46])[CH2:44][C@H:17]2[CH2:16][CH:15]([OH:50])[CH2:14][CH2:13][CH2:12][CH2:11][CH2:10]1)=[O:7])([CH3:4])([CH3:3])[CH3:2]. The catalyst class is: 355. (3) The catalyst class is: 437. Product: [C:1]([N:5]1[CH2:26][CH2:25][CH2:24][C:8]2[C:9]([Br:23])=[C:10]3[C:19]4[CH:18]=[C:17]([C:30]5[CH:29]=[N:28][CH:33]=[CH:32][CH:31]=5)[C:16]([O:21][CH3:22])=[CH:15][C:14]=4[CH2:13][CH2:12][N:11]3[C:7]=2[C:6]1=[O:27])([CH3:4])([CH3:3])[CH3:2]. Reactant: [C:1]([N:5]1[CH2:26][CH2:25][CH2:24][C:8]2[C:9]([Br:23])=[C:10]3[C:19]4[CH:18]=[C:17](Br)[C:16]([O:21][CH3:22])=[CH:15][C:14]=4[CH2:13][CH2:12][N:11]3[C:7]=2[C:6]1=[O:27])([CH3:4])([CH3:3])[CH3:2].[N:28]1[CH:33]=[CH:32][CH:31]=[C:30](B(O)O)[CH:29]=1.C([O-])([O-])=O.[K+].[K+].